This data is from Forward reaction prediction with 1.9M reactions from USPTO patents (1976-2016). The task is: Predict the product of the given reaction. (1) Given the reactants [CH3:1][N:2]1[CH:6]=[N:5][N:4]=[C:3]1[C:7]1[CH:13]=[CH:12][C:10]([NH2:11])=[CH:9][CH:8]=1.[C:14](O[C:14]([O:16][C:17]([CH3:20])([CH3:19])[CH3:18])=[O:15])([O:16][C:17]([CH3:20])([CH3:19])[CH3:18])=[O:15].C(=O)([O-])[O-].[Cs+].[Cs+].O, predict the reaction product. The product is: [CH3:1][N:2]1[CH:6]=[N:5][N:4]=[C:3]1[C:7]1[CH:13]=[CH:12][C:10]([NH:11][C:14](=[O:15])[O:16][C:17]([CH3:20])([CH3:19])[CH3:18])=[CH:9][CH:8]=1. (2) Given the reactants [CH2:1]([N:8]1[C:14](=O)[C:13]2[CH:16]=[CH:17][C:18]([Br:20])=[CH:19][C:12]=2[O:11][CH2:10][CH2:9]1)[C:2]1[CH:7]=[CH:6][CH:5]=[CH:4][CH:3]=1.B.O1CCCC1.CO.[OH-].[Na+], predict the reaction product. The product is: [CH2:1]([N:8]1[CH2:14][C:13]2[CH:16]=[CH:17][C:18]([Br:20])=[CH:19][C:12]=2[O:11][CH2:10][CH2:9]1)[C:2]1[CH:3]=[CH:4][CH:5]=[CH:6][CH:7]=1. (3) Given the reactants Br[C:2]1[CH:7]=[CH:6][C:5]([C:8]2[C:9]3[C:14]([C:15]([C:22]4[CH:27]=[CH:26][CH:25]=[CH:24][CH:23]=4)=[C:16]4[C:21]=2[CH:20]=[CH:19][CH:18]=[CH:17]4)=[CH:13][CH:12]=[CH:11][CH:10]=3)=[CH:4][CH:3]=1.[CH:28]1[C:44]2[C:43]3[C:42]4[C:41]5[CH:45]=[CH:46][CH:47]=[CH:48][C:40]=5[CH:39]=[CH:38][C:37]=4[NH:36][C:35]=3[CH:34]=[CH:33][C:32]=2[CH:31]=[CH:30][CH:29]=1.CC(C)([O-])C.[Na+].C(P(C(C)(C)C)C(C)(C)C)(C)(C)C, predict the reaction product. The product is: [C:14]1([C:15]2[C:16]3[C:21](=[CH:20][CH:19]=[CH:18][CH:17]=3)[C:8]([C:5]3[CH:4]=[CH:3][C:2]([N:36]4[C:37]5[CH:38]=[CH:39][C:40]6[CH:48]=[CH:47][CH:46]=[CH:45][C:41]=6[C:42]=5[C:43]5[C:44]6[CH:28]=[CH:29][CH:30]=[CH:31][C:32]=6[CH:33]=[CH:34][C:35]4=5)=[CH:7][CH:6]=3)=[C:27]3[C:22]=2[CH:23]=[CH:24][CH:25]=[CH:26]3)[CH:13]=[CH:12][CH:11]=[CH:10][CH:9]=1. (4) Given the reactants [N:1]1([C:6]2[CH:13]=[CH:12][C:9]([CH:10]=O)=[CH:8][CH:7]=2)[CH:5]=[N:4][CH:3]=[N:2]1.N1(C2C=C[C:22]([CH:23]=[O:24])=CC=2)C=CC=N1, predict the reaction product. The product is: [N:1]1([C:6]2[CH:13]=[CH:12][C:9](/[CH:10]=[CH:22]/[CH:23]=[O:24])=[CH:8][CH:7]=2)[CH:5]=[N:4][CH:3]=[N:2]1. (5) Given the reactants [C:1]([O:5][C:6]([N:8]1[CH2:20][C@@H:19]([CH3:21])[N:18]2[C@H:10]([CH2:11][C:12]3[C:17]2=[N:16][C:15](Br)=[CH:14][CH:13]=3)[CH2:9]1)=[O:7])([CH3:4])([CH3:3])[CH3:2].C([Li])(C)(C)C.[Si:28]([O:35][CH2:36][CH:37]=[O:38])([C:31]([CH3:34])([CH3:33])[CH3:32])([CH3:30])[CH3:29], predict the reaction product. The product is: [C:1]([O:5][C:6]([N:8]1[CH2:20][C@@H:19]([CH3:21])[N:18]2[C@H:10]([CH2:11][C:12]3[C:17]2=[N:16][C:15]([CH:37]([OH:38])[CH2:36][O:35][Si:28]([C:31]([CH3:33])([CH3:32])[CH3:34])([CH3:29])[CH3:30])=[CH:14][CH:13]=3)[CH2:9]1)=[O:7])([CH3:4])([CH3:3])[CH3:2]. (6) Given the reactants [CH2:1]([O:8][C:9]1[CH:14]=[CH:13][C:12](Br)=[CH:11][C:10]=1[F:16])[C:2]1[CH:7]=[CH:6][CH:5]=[CH:4][CH:3]=1.[C:17]([O:21][C:22]([N:24]1[CH2:29][CH2:28][NH:27][CH2:26][CH2:25]1)=[O:23])([CH3:20])([CH3:19])[CH3:18].CC(C)([O-])C.[Na+].C1(C)C=CC=CC=1P(C1C=CC=CC=1C)C1C=CC=CC=1C, predict the reaction product. The product is: [C:17]([O:21][C:22]([N:24]1[CH2:29][CH2:28][N:27]([C:12]2[CH:13]=[CH:14][C:9]([O:8][CH2:1][C:2]3[CH:7]=[CH:6][CH:5]=[CH:4][CH:3]=3)=[C:10]([F:16])[CH:11]=2)[CH2:26][CH2:25]1)=[O:23])([CH3:20])([CH3:18])[CH3:19].